This data is from Forward reaction prediction with 1.9M reactions from USPTO patents (1976-2016). The task is: Predict the product of the given reaction. (1) Given the reactants [CH3:1][O:2][CH2:3][CH2:4][NH:5][C:6]([C:8]1[S:9][C:10]([CH2:13][CH2:14][C:15]#[C:16][C:17]2[N:18]=[N:19][C:20]([NH:23][C:24](=[O:37])[CH2:25][C:26]3[CH:31]=[CH:30][CH:29]=[C:28]([O:32][C:33]([F:36])([F:35])[F:34])[CH:27]=3)=[CH:21][CH:22]=2)=[N:11][N:12]=1)=[O:7], predict the reaction product. The product is: [CH3:1][O:2][CH2:3][CH2:4][NH:5][C:6]([C:8]1[S:9][C:10]([CH2:13][CH2:14][CH2:15][CH2:16][C:17]2[N:18]=[N:19][C:20]([NH:23][C:24](=[O:37])[CH2:25][C:26]3[CH:31]=[CH:30][CH:29]=[C:28]([O:32][C:33]([F:36])([F:35])[F:34])[CH:27]=3)=[CH:21][CH:22]=2)=[N:11][N:12]=1)=[O:7]. (2) Given the reactants [CH3:1][C:2]1[N:3]([C:8]2[CH:12]=[CH:11][N:10]([CH3:13])[N:9]=2)[C:4]([CH3:7])=[CH:5][CH:6]=1.[Li]CCCC.CCCCCC.[CH3:25][N:26]([CH3:30])[C:27](Cl)=[O:28], predict the reaction product. The product is: [CH3:25][N:26]([CH3:30])[C:27]([C:11]1[N:10]([CH3:13])[N:9]=[C:8]([N:3]2[C:2]([CH3:1])=[CH:6][CH:5]=[C:4]2[CH3:7])[CH:12]=1)=[O:28]. (3) Given the reactants Br[C:2]1[CH:7]=[CH:6][C:5]([N:8]2[CH:12]=[CH:11][CH:10]=[N:9]2)=[CH:4][C:3]=1[CH3:13].[B:14]1([B:14]2[O:18][C:17]([CH3:20])([CH3:19])[C:16]([CH3:22])([CH3:21])[O:15]2)[O:18][C:17]([CH3:20])([CH3:19])[C:16]([CH3:22])([CH3:21])[O:15]1.C([O-])(=O)C.[K+], predict the reaction product. The product is: [CH3:13][C:3]1[CH:4]=[C:5]([N:8]2[CH:12]=[CH:11][CH:10]=[N:9]2)[CH:6]=[CH:7][C:2]=1[B:14]1[O:18][C:17]([CH3:20])([CH3:19])[C:16]([CH3:22])([CH3:21])[O:15]1. (4) Given the reactants C([N:8]1[C:12]2[C:13](=[O:38])[N:14]([CH3:37])[C:15]([CH:28]([O:32][C:33]([CH3:36])([CH3:35])[CH3:34])[C:29]([OH:31])=[O:30])=[C:16]([C:17]3[C:18]([CH3:27])=[C:19]4[C:24](=[CH:25][CH:26]=3)[O:23][CH2:22][CH2:21][CH2:20]4)[C:11]=2[CH:10]=[CH:9]1)C1C=CC=CC=1.C[Si]([N-][Si](C)(C)C)(C)C.[K+], predict the reaction product. The product is: [C:33]([O:32][CH:28]([C:15]1[N:14]([CH3:37])[C:13](=[O:38])[C:12]2[NH:8][CH:9]=[CH:10][C:11]=2[C:16]=1[C:17]1[C:18]([CH3:27])=[C:19]2[C:24](=[CH:25][CH:26]=1)[O:23][CH2:22][CH2:21][CH2:20]2)[C:29]([OH:31])=[O:30])([CH3:36])([CH3:35])[CH3:34]. (5) Given the reactants Cl.[NH2:2][C:3]1[C:12]2[C:7](=[CH:8][C:9]([O:15][CH3:16])=[C:10]([O:13][CH3:14])[CH:11]=2)[N:6]=[C:5]([N:17]([CH2:19][CH2:20][C:21]#N)[CH3:18])[N:4]=1.[NH3:23], predict the reaction product. The product is: [NH2:2][C:3]1[C:12]2[C:7](=[CH:8][C:9]([O:15][CH3:16])=[C:10]([O:13][CH3:14])[CH:11]=2)[N:6]=[C:5]([N:17]([CH3:18])[CH2:19][CH:20]([NH2:23])[CH3:21])[N:4]=1. (6) Given the reactants [CH3:1][O:2][C:3]1[CH:4]=[C:5]2[C:10](=[CH:11][C:12]=1[O:13][CH3:14])[N:9]=[CH:8][CH:7]=[C:6]2[O:15][C:16]1[CH:22]=[CH:21][C:19]([NH2:20])=[C:18]([F:23])[CH:17]=1.ClC(Cl)(O[C:28](=[O:34])OC(Cl)(Cl)Cl)Cl.[CH2:36]([NH2:39])[CH2:37][CH3:38].C(=O)([O-])O.[Na+], predict the reaction product. The product is: [CH3:1][O:2][C:3]1[CH:4]=[C:5]2[C:10](=[CH:11][C:12]=1[O:13][CH3:14])[N:9]=[CH:8][CH:7]=[C:6]2[O:15][C:16]1[CH:22]=[CH:21][C:19]([NH:20][C:28]([NH:39][CH2:36][CH2:37][CH3:38])=[O:34])=[C:18]([F:23])[CH:17]=1. (7) Given the reactants [CH3:1][C:2]1[CH:7]=[C:6]([CH3:8])[CH:5]=[CH:4][C:3]=1[C:9]1[C:13]([C:14]([O:16]CC)=[O:15])=[CH:12][O:11][N:10]=1, predict the reaction product. The product is: [CH3:1][C:2]1[CH:7]=[C:6]([CH3:8])[CH:5]=[CH:4][C:3]=1[C:9]1[C:13]([C:14]([OH:16])=[O:15])=[CH:12][O:11][N:10]=1. (8) Given the reactants Cl[C:2]1[CH:3]=[C:4]([CH:27]=[CH:28][N:29]=1)[C:5]([NH:7][C:8]1[C:17]2[C:12](=[CH:13][CH:14]=[CH:15][CH:16]=2)[C:11]([O:18][CH2:19][CH2:20][N:21]2[CH2:26][CH2:25][O:24][CH2:23][CH2:22]2)=[CH:10][CH:9]=1)=[O:6].[CH3:30][CH:31]1[CH2:35][CH2:34][CH2:33][NH:32]1, predict the reaction product. The product is: [CH3:30][CH:31]1[CH2:35][CH2:34][CH2:33][N:32]1[C:2]1[CH:3]=[C:4]([CH:27]=[CH:28][N:29]=1)[C:5]([NH:7][C:8]1[C:17]2[C:12](=[CH:13][CH:14]=[CH:15][CH:16]=2)[C:11]([O:18][CH2:19][CH2:20][N:21]2[CH2:26][CH2:25][O:24][CH2:23][CH2:22]2)=[CH:10][CH:9]=1)=[O:6]. (9) The product is: [F:3][C:4]1[CH:5]=[C:6]([NH:11][C:12]2[O:16][C:15]([C:17]([NH:19][C:20]3[CH:21]=[CH:22][C:23]([O:26][C@@H:27]4[CH2:31][CH2:30][C@@H:29]([C:32]([OH:34])=[O:33])[CH2:28]4)=[N:24][CH:25]=3)=[O:18])=[N:14][N:13]=2)[CH:7]=[CH:8][C:9]=1[F:10]. Given the reactants [OH-].[Na+].[F:3][C:4]1[CH:5]=[C:6]([NH:11][C:12]2[O:16][C:15]([C:17]([NH:19][C:20]3[CH:21]=[CH:22][C:23]([O:26][C@@H:27]4[CH2:31][CH2:30][C@@H:29]([C:32]([O:34]C)=[O:33])[CH2:28]4)=[N:24][CH:25]=3)=[O:18])=[N:14][N:13]=2)[CH:7]=[CH:8][C:9]=1[F:10], predict the reaction product.